From a dataset of Catalyst prediction with 721,799 reactions and 888 catalyst types from USPTO. Predict which catalyst facilitates the given reaction. (1) Reactant: [CH3:1][O:2][C@@:3]1([C:11]#[C:12][C@:13]([C:21]2[CH:26]=[CH:25][CH:24]=[CH:23][CH:22]=2)([C:15]2[CH:16]=[N:17][CH:18]=[CH:19][CH:20]=2)[OH:14])[CH:8]2[CH2:9][CH2:10][N:5]([CH2:6][CH2:7]2)[CH2:4]1.[CH3:27][S:28]([O:31]CCCC[O:31][S:28]([CH3:27])(=[O:30])=[O:29])(=[O:30])=[O:29].CS(O)(=O)=O. Product: [CH3:27][S:28]([O-:31])(=[O:30])=[O:29].[OH:14][C@@:13]([C:21]1[CH:26]=[CH:25][CH:24]=[CH:23][CH:22]=1)([C:15]1[CH:16]=[N:17][CH:18]=[CH:19][CH:20]=1)[C:12]#[C:11][C@:3]1([O:2][CH3:1])[CH:8]2[CH2:9][CH2:10][NH+:5]([CH2:6][CH2:7]2)[CH2:4]1. The catalyst class is: 1. (2) Reactant: [NH2:1][C:2]1[CH:7]=[CH:6][C:5]([C:8]2[C:9]3[S:16][C:15]([C:17]4[CH2:18][CH2:19][N:20]([C:23]([N:25]5[CH2:30][CH2:29][O:28][CH2:27][CH2:26]5)=[O:24])[CH2:21][CH:22]=4)=[CH:14][C:10]=3[N:11]=[CH:12][N:13]=2)=[CH:4][CH:3]=1.[F:31][C:32]1[CH:37]=[CH:36][C:35]([S:38](Cl)(=[O:40])=[O:39])=[CH:34][CH:33]=1. Product: [F:31][C:32]1[CH:37]=[CH:36][C:35]([S:38]([NH:1][C:2]2[CH:3]=[CH:4][C:5]([C:8]3[C:9]4[S:16][C:15]([C:17]5[CH2:18][CH2:19][N:20]([C:23]([N:25]6[CH2:26][CH2:27][O:28][CH2:29][CH2:30]6)=[O:24])[CH2:21][CH:22]=5)=[CH:14][C:10]=4[N:11]=[CH:12][N:13]=3)=[CH:6][CH:7]=2)(=[O:40])=[O:39])=[CH:34][CH:33]=1. The catalyst class is: 17. (3) Reactant: [Cl:1][C:2]1[C:3]2[N:4]([C:8]([CH:11]3[CH2:16][CH2:15][N:14]([C:17]([O:19][CH2:20][C:21]4[CH:26]=[CH:25][CH:24]=[CH:23][CH:22]=4)=[O:18])[CH2:13][CH2:12]3)=[N:9][CH:10]=2)[CH:5]=[CH:6][N:7]=1.C1C(=O)N([I:34])C(=O)C1. Product: [Cl:1][C:2]1[C:3]2[N:4]([C:8]([CH:11]3[CH2:16][CH2:15][N:14]([C:17]([O:19][CH2:20][C:21]4[CH:22]=[CH:23][CH:24]=[CH:25][CH:26]=4)=[O:18])[CH2:13][CH2:12]3)=[N:9][C:10]=2[I:34])[CH:5]=[CH:6][N:7]=1. The catalyst class is: 31.